From a dataset of Full USPTO retrosynthesis dataset with 1.9M reactions from patents (1976-2016). Predict the reactants needed to synthesize the given product. (1) Given the product [CH2:20]([CH:17]1[CH2:18][CH2:19][CH:14]([CH:11]2[CH2:10][CH2:9][CH:8]([C:5]3[CH:4]=[C:3]4[C:2](=[CH:7][CH:6]=3)[O:26][C:25](=[O:27])[CH2:24][CH2:23]4)[CH2:13][CH2:12]2)[CH2:15][CH2:16]1)[CH2:21][CH3:22], predict the reactants needed to synthesize it. The reactants are: O[C:2]1[CH:7]=[CH:6][C:5]([CH:8]2[CH2:13][CH2:12][CH:11]([CH:14]3[CH2:19][CH2:18][CH:17]([CH2:20][CH2:21][CH3:22])[CH2:16][CH2:15]3)[CH2:10][CH2:9]2)=[CH:4][C:3]=1[CH2:23][CH2:24][C:25]([O:27]CC)=[O:26].C1(C)C=CC(S(O)(=O)=O)=CC=1. (2) The reactants are: [O:1]1[CH:5]=[CH:4][CH:3]=[C:2]1[C:6]1[CH:21]=[C:9]2[N:10]=[C:11]([N:15]3[CH2:20][CH2:19][NH:18][CH2:17][CH2:16]3)[N:12]=[C:13]([NH2:14])[N:8]2[N:7]=1.[Cl:22][C:23]1[C:32]([CH:33]=O)=[CH:31][C:30]2[C:25](=[CH:26][CH:27]=[C:28]([CH3:35])[CH:29]=2)[N:24]=1.C(O[BH-](OC(=O)C)OC(=O)C)(=O)C.[Na+]. Given the product [Cl:22][C:23]1[C:32]([CH2:33][N:18]2[CH2:17][CH2:16][N:15]([C:11]3[N:12]=[C:13]([NH2:14])[N:8]4[N:7]=[C:6]([C:2]5[O:1][CH:5]=[CH:4][CH:3]=5)[CH:21]=[C:9]4[N:10]=3)[CH2:20][CH2:19]2)=[CH:31][C:30]2[C:25](=[CH:26][CH:27]=[C:28]([CH3:35])[CH:29]=2)[N:24]=1, predict the reactants needed to synthesize it. (3) Given the product [Cl:16][C:17]1[CH:22]=[CH:21][C:20]([C:23]2([OH:29])[CH2:24][CH2:25][N:26]([CH2:10][C:9]3[CH:12]=[CH:13][C:6]([O:5][CH2:4][CH2:3][O:2][CH3:1])=[C:7]([CH3:15])[C:8]=3[CH3:14])[CH2:27][CH2:28]2)=[CH:19][C:18]=1[C:30]([F:33])([F:31])[F:32], predict the reactants needed to synthesize it. The reactants are: [CH3:1][O:2][CH2:3][CH2:4][O:5][C:6]1[CH:13]=[CH:12][C:9]([CH:10]=O)=[C:8]([CH3:14])[C:7]=1[CH3:15].[Cl:16][C:17]1[CH:22]=[CH:21][C:20]([C:23]2([OH:29])[CH2:28][CH2:27][NH:26][CH2:25][CH2:24]2)=[CH:19][C:18]=1[C:30]([F:33])([F:32])[F:31].[BH-](OC(C)=O)(OC(C)=O)OC(C)=O.[Na+]. (4) Given the product [Cl:16][C:17]1[N:22]=[C:21]([NH:2][C@@H:3]2[CH2:8][CH2:7][CH2:6][CH2:5][C@H:4]2[OH:9])[C:20]([Cl:24])=[CH:19][N:18]=1, predict the reactants needed to synthesize it. The reactants are: Cl.[NH2:2][C@@H:3]1[CH2:8][CH2:7][CH2:6][CH2:5][C@H:4]1[OH:9].C(=O)([O-])[O-].[K+].[K+].[Cl:16][C:17]1[N:22]=[C:21](Cl)[C:20]([Cl:24])=[CH:19][N:18]=1. (5) Given the product [CH:45]1([N:35]([CH2:34][C@H:11]2[C@H:12]([CH2:14][C@H:15]([CH2:19][C:20]3[CH:25]=[CH:24][C:23]([O:26][CH3:27])=[C:22]([O:28][CH2:29][CH2:30][CH2:31][O:32][CH3:33])[CH:21]=3)[CH:16]([CH3:18])[CH3:17])[CH2:13][NH:9][CH2:10]2)[C:36](=[O:44])[CH2:37][CH:38]2[CH2:43][CH2:42][O:41][CH2:40][CH2:39]2)[CH2:47][CH2:46]1, predict the reactants needed to synthesize it. The reactants are: Cl.C(OC([N:9]1[CH2:13][C@@H:12]([CH2:14][C@H:15]([CH2:19][C:20]2[CH:25]=[CH:24][C:23]([O:26][CH3:27])=[C:22]([O:28][CH2:29][CH2:30][CH2:31][O:32][CH3:33])[CH:21]=2)[CH:16]([CH3:18])[CH3:17])[C@H:11]([CH2:34][N:35]([CH:45]2[CH2:47][CH2:46]2)[C:36](=[O:44])[CH2:37][CH:38]2[CH2:43][CH2:42][O:41][CH2:40][CH2:39]2)[CH2:10]1)=O)(C)(C)C.CC#N.O.CC#N. (6) Given the product [CH3:41][C:27]1[CH:26]=[C:25]([NH:24][C:22]2[N:21]=[CH:20][N:19]=[C:18]([C:15]3[CH:16]=[CH:17][C:10]([O:1][C@@H:2]4[CH2:3][CH2:4][C:5](=[O:8])[NH:6][CH2:7]4)=[C:11]([CH:14]=3)[C:12]#[N:13])[N:23]=2)[CH:30]=[CH:29][C:28]=1[N:31]1[CH2:32][CH2:33][N:34]([CH:37]2[CH2:40][O:39][CH2:38]2)[CH2:35][CH2:36]1, predict the reactants needed to synthesize it. The reactants are: [OH:1][CH:2]1[CH2:7][NH:6][C:5](=[O:8])[CH2:4][CH2:3]1.F[C:10]1[CH:17]=[CH:16][C:15]([C:18]2[N:23]=[C:22]([NH:24][C:25]3[CH:30]=[CH:29][C:28]([N:31]4[CH2:36][CH2:35][N:34]([CH:37]5[CH2:40][O:39][CH2:38]5)[CH2:33][CH2:32]4)=[C:27]([CH3:41])[CH:26]=3)[N:21]=[CH:20][N:19]=2)=[CH:14][C:11]=1[C:12]#[N:13]. (7) Given the product [NH2:27][C:2]1[C:3]2[C:10]([C:11]3[CH:17]=[CH:16][C:14]([NH:15][C:49]([C:45]4[C:44](=[O:53])[N:43]([CH2:42][C:41]([CH3:55])([CH3:54])[CH3:40])[CH:48]=[CH:47][CH:46]=4)=[O:50])=[CH:13][CH:12]=3)=[CH:9][N:8]([CH:18]3[CH2:22][CH2:21][CH2:20][CH2:19]3)[C:4]=2[N:5]=[CH:6][N:7]=1, predict the reactants needed to synthesize it. The reactants are: Cl[C:2]1[C:3]2[C:10]([C:11]3[CH:17]=[CH:16][C:14]([NH2:15])=[CH:13][CH:12]=3)=[CH:9][N:8]([CH:18]3[CH2:22][CH2:21][CH2:20][CH2:19]3)[C:4]=2[N:5]=[CH:6][N:7]=1.ClC1C2C(I)=CNC=2[N:27]=CN=1.C1(O)CCCC1.[CH3:40][C:41]([CH3:55])([CH3:54])[CH2:42][N:43]1[CH:48]=[CH:47][CH:46]=[C:45]([C:49](OC)=[O:50])[C:44]1=[O:53]. (8) Given the product [F:6][C:7]([F:17])([F:18])[C:8]1[CH:9]=[C:10]([CH:14]=[CH:15][CH:16]=1)[C:11]([NH:1][CH2:2][C:3]([OH:5])=[O:4])=[O:12], predict the reactants needed to synthesize it. The reactants are: [NH2:1][CH2:2][C:3]([OH:5])=[O:4].[F:6][C:7]([F:18])([F:17])[C:8]1[CH:9]=[C:10]([CH:14]=[CH:15][CH:16]=1)[C:11](Cl)=[O:12].Cl. (9) The reactants are: [CH3:1][C@@H:2]([CH2:7][C:8]1[CH:13]=[CH:12][CH:11]=[CH:10][CH:9]=1)[C:3](OC)=[O:4].[H][H]. Given the product [CH3:1][C@@H:2]([CH2:7][C:8]1[CH:13]=[CH:12][CH:11]=[CH:10][CH:9]=1)[CH2:3][OH:4], predict the reactants needed to synthesize it. (10) Given the product [Cl:43][C:40]1[CH:41]=[CH:42][C:37]([C:26]2[CH:27]=[C:28]([C:29]3[CH:30]=[CH:31][C:32]([CH2:35][CH3:36])=[CH:33][CH:34]=3)[N:24]([C:21]3[CH:22]=[CH:23][C:18]([S:15]([N:13]([CH3:14])[CH:5]([CH2:6][C:7]4[CH:8]=[CH:9][CH:10]=[CH:11][CH:12]=4)[C:4]([OH:44])=[O:3])(=[O:17])=[O:16])=[CH:19][CH:20]=3)[N:25]=2)=[CH:38][CH:39]=1, predict the reactants needed to synthesize it. The reactants are: C([O:3][C:4](=[O:44])[CH:5]([N:13]([S:15]([C:18]1[CH:23]=[CH:22][C:21]([N:24]2[C:28]([C:29]3[CH:34]=[CH:33][C:32]([CH2:35][CH3:36])=[CH:31][CH:30]=3)=[CH:27][C:26]([C:37]3[CH:42]=[CH:41][C:40]([Cl:43])=[CH:39][CH:38]=3)=[N:25]2)=[CH:20][CH:19]=1)(=[O:17])=[O:16])[CH3:14])[CH2:6][C:7]1[CH:12]=[CH:11][CH:10]=[CH:9][CH:8]=1)C.[OH-].[K+].Cl.